From a dataset of Catalyst prediction with 721,799 reactions and 888 catalyst types from USPTO. Predict which catalyst facilitates the given reaction. (1) Reactant: [F:1][C:2]1[CH:9]=[CH:8][C:5]([CH2:6]Cl)=[CH:4][CH:3]=1.[NH2:10][C:11]1[CH:23]=[C:22]([C:24]2[CH:29]=[CH:28][CH:27]=[CH:26][CH:25]=2)[CH:21]=[CH:20][C:12]=1[C:13]([O:15][C:16]([CH3:19])([CH3:18])[CH3:17])=[O:14].C(=O)([O-])[O-].[K+].[K+].[I-].[Na+].Cl. Product: [F:1][C:2]1[CH:9]=[CH:8][C:5]([CH2:6][NH:10][C:11]2[CH:23]=[C:22]([C:24]3[CH:25]=[CH:26][CH:27]=[CH:28][CH:29]=3)[CH:21]=[CH:20][C:12]=2[C:13]([O:15][C:16]([CH3:19])([CH3:18])[CH3:17])=[O:14])=[CH:4][CH:3]=1. The catalyst class is: 434. (2) Reactant: [CH3:1][C:2]1[CH:7]=[CH:6][N:5]=[C:4]([N:8]2[C:16]3[CH:15]=[CH:14][N:13]=[CH:12][C:11]=3[N:10]=[N:9]2)[N:3]=1.[Cl:17][C:18]1[C:26]([C:27]([F:30])([F:29])[F:28])=[CH:25][CH:24]=[CH:23][C:19]=1[C:20](Cl)=[O:21].F[C:32](F)(F)S(O[Si](C)(C)C)(=O)=O.C[Mg+].[Br-]. Product: [Cl:17][C:18]1[C:26]([C:27]([F:30])([F:29])[F:28])=[CH:25][CH:24]=[CH:23][C:19]=1[C:20]([N:13]1[CH:14]=[CH:15][C:16]2[N:8]([C:4]3[N:3]=[C:2]([CH3:1])[CH:7]=[CH:6][N:5]=3)[N:9]=[N:10][C:11]=2[CH:12]1[CH3:32])=[O:21]. The catalyst class is: 1. (3) Reactant: Cl[C:2]1[CH:7]=[C:6]([N:8]2[CH:12]=[C:11]([C:13]#[C:14][C:15]3[CH:16]=[C:17]([CH3:21])[CH:18]=[CH:19][CH:20]=3)[N:10]=[C:9]2[CH3:22])[CH:5]=[CH:4][N:3]=1.[OH-:23].[K+]. Product: [CH3:22][C:9]1[N:8]([C:6]2[CH:5]=[CH:4][NH:3][C:2](=[O:23])[CH:7]=2)[CH:12]=[C:11]([C:13]#[C:14][C:15]2[CH:16]=[C:17]([CH3:21])[CH:18]=[CH:19][CH:20]=2)[N:10]=1. The catalyst class is: 107. (4) Reactant: [N:1]1[CH:6]=[CH:5][CH:4]=[CH:3][C:2]=1[C:7]1[CH:8]=[CH:9][C:10](=[O:13])[NH:11][CH:12]=1.[Br:14]N1C(=O)CCC1=O.CN(C)C=O. Product: [Br:14][C:9]1[C:10](=[O:13])[NH:11][CH:12]=[C:7]([C:2]2[CH:3]=[CH:4][CH:5]=[CH:6][N:1]=2)[CH:8]=1. The catalyst class is: 6. (5) Reactant: N12CCCN=C1CCCC[CH2:2]2.[NH:12]([CH2:19][C:20]1([OH:36])[CH2:25][CH2:24][CH2:23][N:22]([C:26]([O:28][CH2:29][C:30]2[CH:35]=[CH:34][CH:33]=[CH:32][CH:31]=2)=[O:27])[CH2:21]1)[C:13]1[CH:18]=[CH:17][CH:16]=[CH:15][CH:14]=1.[OH2:37]. Product: [O:37]=[C:2]1[N:12]([C:13]2[CH:14]=[CH:15][CH:16]=[CH:17][CH:18]=2)[CH2:19][C:20]2([CH2:25][CH2:24][CH2:23][N:22]([C:26]([O:28][CH2:29][C:30]3[CH:35]=[CH:34][CH:33]=[CH:32][CH:31]=3)=[O:27])[CH2:21]2)[O:36]1. The catalyst class is: 10. (6) Reactant: [F:1][C:2]1[C:10]([F:11])=[CH:9][C:5]([C:6]([OH:8])=O)=[C:4]([NH:12][CH2:13][CH:14]([CH3:16])[CH3:15])[CH:3]=1.CCN=C=NCCCN(C)C.C1C=CC2N(O)N=NC=2C=1.CCN(C(C)C)C(C)C.Cl.[CH3:48][C:49]([NH2:55])([CH2:52][CH2:53][CH3:54])[C:50]#[CH:51]. Product: [F:1][C:2]1[C:10]([F:11])=[CH:9][C:5]([C:6]([NH:55][C:49]([CH3:48])([CH2:52][CH2:53][CH3:54])[C:50]#[CH:51])=[O:8])=[C:4]([NH:12][CH2:13][CH:14]([CH3:16])[CH3:15])[CH:3]=1. The catalyst class is: 2. (7) Reactant: CC1(C)C(C)(C)OB([C:9]2[CH:10]=[C:11]([NH:15][C:16](=[O:23])[C:17]3[CH:22]=[CH:21][CH:20]=[CH:19][CH:18]=3)[CH:12]=[N:13][CH:14]=2)O1.Cl[C:26]1[CH:27]=[CH:28][C:29]2[N:30]=[CH:31][N:32]=[C:33]([O:36][CH:37]3[CH2:42][CH2:41][O:40][CH2:39][CH2:38]3)[C:34]=2[N:35]=1.C(=O)(O)[O-].[Na+]. Product: [O:40]1[CH2:39][CH2:38][CH:37]([O:36][C:33]2[C:34]3[N:35]=[C:26]([C:9]4[CH:10]=[C:11]([NH:15][C:16](=[O:23])[C:17]5[CH:18]=[CH:19][CH:20]=[CH:21][CH:22]=5)[CH:12]=[N:13][CH:14]=4)[CH:27]=[CH:28][C:29]=3[N:30]=[CH:31][N:32]=2)[CH2:42][CH2:41]1. The catalyst class is: 368. (8) Reactant: Cl.[CH3:2][C:3]([CH3:31])([CH3:30])[CH:4]([C:16]1[CH:29]=[CH:28][C:19]([O:20][CH2:21][C:22]2[CH:27]=[CH:26][CH:25]=[CH:24][N:23]=2)=[CH:18][CH:17]=1)[C:5]1[CH:10]=[CH:9][C:8]([C:11]2[NH:15][N:14]=[N:13][N:12]=2)=[CH:7][CH:6]=1.[C:32]([N:39]1[CH2:44][CH2:43][CH:42]([CH2:45]O)[CH2:41][CH2:40]1)([O:34][C:35]([CH3:38])([CH3:37])[CH3:36])=[O:33].C1(P(C2C=CC=CC=2)C2C=CC=CC=2)C=CC=CC=1.N(C(OCC)=O)=NC(OCC)=O.C(N1CCC(C=O)CC1)(OC(C)(C)C)=O. Product: [C:35]([O:34][C:32]([N:39]1[CH2:44][CH2:43][CH:42]([CH2:45][N:14]2[N:13]=[N:12][C:11]([C:8]3[CH:7]=[CH:6][C:5]([CH:4]([C:16]4[CH:29]=[CH:28][C:19]([O:20][CH2:21][C:22]5[CH:27]=[CH:26][CH:25]=[CH:24][N:23]=5)=[CH:18][CH:17]=4)[C:3]([CH3:31])([CH3:30])[CH3:2])=[CH:10][CH:9]=3)=[N:15]2)[CH2:41][CH2:40]1)=[O:33])([CH3:38])([CH3:36])[CH3:37]. The catalyst class is: 271.